From a dataset of Forward reaction prediction with 1.9M reactions from USPTO patents (1976-2016). Predict the product of the given reaction. (1) Given the reactants [CH:1]1([C:6]([C:12]2[CH:17]=[CH:16][CH:15]=[CH:14][CH:13]=2)([OH:11])[C:7]([O:9][CH3:10])=[O:8])[CH2:5][CH2:4][CH2:3][CH2:2]1.[CH3:18][N:19]1[CH2:23]C[CH:21](O)[CH2:20]1.CCOC(C)=O.CCO, predict the reaction product. The product is: [CH:1]1([C:6]([C:12]2[CH:17]=[CH:16][CH:15]=[CH:14][CH:13]=2)([OH:11])[C:7]([O:9][CH:10]2[CH2:21][CH2:20][N:19]([CH3:23])[CH2:18]2)=[O:8])[CH2:5][CH2:4][CH2:3][CH2:2]1. (2) Given the reactants [C:1]([OH:12])(=[O:11])[C:2]1[CH:10]=[CH:9][CH:8]=[C:4]([C:5]([OH:7])=O)[CH:3]=1.CCN=C=NCCCN(C)C.Cl.C[NH:26][CH2:27][CH2:28][O:29][CH2:30][CH2:31][O:32][CH2:33][CH2:34][O:35][CH2:36][CH2:37][C:38]([O:40][C:41]([CH3:44])([CH3:43])[CH3:42])=[O:39], predict the reaction product. The product is: [CH3:42][C:41]([CH3:44])([CH3:43])[O:40][C:38](=[O:39])[CH2:37][CH2:36][O:35][CH2:34][CH2:33][O:32][CH2:31][CH2:30][O:29][CH2:28][CH2:27][NH:26][C:5]([C:4]1[CH:3]=[C:2]([CH:10]=[CH:9][CH:8]=1)[C:1]([OH:12])=[O:11])=[O:7]. (3) Given the reactants [CH2:1]([N:3]([CH2:17][CH3:18])[CH2:4][CH2:5][CH2:6][O:7][C:8]1[CH:13]=[CH:12][C:11]([N+:14]([O-])=O)=[CH:10][CH:9]=1)[CH3:2], predict the reaction product. The product is: [CH2:1]([N:3]([CH2:4][CH2:5][CH2:6][O:7][C:8]1[CH:9]=[CH:10][C:11]([NH2:14])=[CH:12][CH:13]=1)[CH2:17][CH3:18])[CH3:2]. (4) Given the reactants [CH:1]1([CH2:4][CH2:5][NH:6][C:7](=[O:15])[C:8]2[CH:13]=[CH:12][C:11](Cl)=[N:10][CH:9]=2)[CH2:3][CH2:2]1.[C:16]([O:20][C:21]([N:23]1[CH2:28][CH:27]=[C:26](B2OC(C)(C)C(C)(C)O2)[CH2:25][CH2:24]1)=[O:22])([CH3:19])([CH3:18])[CH3:17].C(=O)([O-])[O-].[K+].[K+], predict the reaction product. The product is: [CH:1]1([CH2:4][CH2:5][NH:6][C:7]([C:8]2[CH:13]=[CH:12][C:11]([C:26]3[CH2:27][CH2:28][NH:23][CH2:24][CH:25]=3)=[N:10][CH:9]=2)=[O:15])[CH2:3][CH2:2]1.[C:16]([O:20][C:21]([N:23]1[CH2:24][CH:25]=[C:26]([C:11]2[CH:12]=[CH:13][C:8]([C:7](=[O:15])[NH:6][CH2:5][CH2:4][CH:1]3[CH2:3][CH2:2]3)=[CH:9][N:10]=2)[CH2:27][CH2:28]1)=[O:22])([CH3:19])([CH3:17])[CH3:18]. (5) Given the reactants [Cl:1][C:2]1[CH:7]=[C:6]([C:8](O)([CH2:11][CH3:12])[CH2:9][CH3:10])[CH:5]=[CH:4][N:3]=1.CC1C=CC(S(O)(=O)=O)=CC=1, predict the reaction product. The product is: [Cl:1][C:2]1[CH:7]=[C:6]([C:8]([CH2:11][CH3:12])=[CH:9][CH3:10])[CH:5]=[CH:4][N:3]=1. (6) Given the reactants [OH-].[K+].[Cl:3][C:4]1[CH:9]=[CH:8][C:7]([C:10]2[S:11][C:12]([C:16]([NH:18][CH2:19][CH:20]3[CH2:25][CH2:24][CH2:23][N:22]([C:26]4[CH:31]=[CH:30][CH:29]=[CH:28][C:27]=4[CH2:32][C:33]([O:35]C)=[O:34])[CH2:21]3)=[O:17])=[C:13]([CH3:15])[N:14]=2)=[CH:6][CH:5]=1, predict the reaction product. The product is: [Cl:3][C:4]1[CH:9]=[CH:8][C:7]([C:10]2[S:11][C:12]([C:16]([NH:18][CH2:19][CH:20]3[CH2:25][CH2:24][CH2:23][N:22]([C:26]4[CH:31]=[CH:30][CH:29]=[CH:28][C:27]=4[CH2:32][C:33]([OH:35])=[O:34])[CH2:21]3)=[O:17])=[C:13]([CH3:15])[N:14]=2)=[CH:6][CH:5]=1. (7) Given the reactants [Mg+2:1].[Br-:2].[Br-].[C:4](#[N:11])[CH2:5][CH2:6][CH2:7][CH2:8][C:9]#[N:10], predict the reaction product. The product is: [Mg+2:1].[Br-:2].[Br-:2].[C:4](#[N:11])[CH2:5][CH2:6][CH2:7][CH2:8][C:9]#[N:10].